From a dataset of Forward reaction prediction with 1.9M reactions from USPTO patents (1976-2016). Predict the product of the given reaction. Given the reactants [Br:1][C:2]1[CH:3]=[CH:4][C:5]([O:11][CH3:12])=[C:6]([C:8](=O)[CH3:9])[CH:7]=1.[CH2:13](OC(OCC)N(C)C)C.[O-]CC.[Na+].Cl.[NH2:28][C:29]([NH2:31])=[NH:30], predict the reaction product. The product is: [CH3:12][O:11][C:5]1[CH:4]=[CH:3][C:2]([Br:1])=[CH:7][C:6]=1[C:8]1[CH:9]=[CH:13][N:28]=[C:29]([NH2:31])[N:30]=1.